From a dataset of Catalyst prediction with 721,799 reactions and 888 catalyst types from USPTO. Predict which catalyst facilitates the given reaction. (1) Reactant: [C:1]1([OH:7])[CH:6]=[CH:5][CH:4]=[CH:3][CH:2]=1.C([O-])([O-])=O.[K+].[K+].[CH3:14][NH:15][S:16]([C:19]1[CH:24]=[CH:23][CH:22]=[C:21](Br)[CH:20]=1)(=[O:18])=[O:17]. Product: [CH3:14][NH:15][S:16]([C:19]1[CH:20]=[C:21]([O:7][C:1]2[CH:6]=[CH:5][CH:4]=[CH:3][CH:2]=2)[CH:22]=[CH:23][CH:24]=1)(=[O:18])=[O:17]. The catalyst class is: 3. (2) Reactant: C(N(CC)CC)C.[CH3:8][S:9](Cl)(=[O:11])=[O:10].[F:13][C:14]([F:49])([F:48])[C:15]1[CH:20]=[CH:19][C:18](/[CH:21]=[CH:22]/[C:23]2[O:24][CH:25]=[C:26]([CH2:28][O:29][C:30]3[CH:35]=[CH:34][C:33]([CH2:36][CH2:37][CH2:38][CH2:39][N:40]4[CH:44]=[CH:43][N:42]=[C:41]4[CH2:45][CH2:46][NH2:47])=[CH:32][CH:31]=3)[N:27]=2)=[CH:17][CH:16]=1.O. Product: [F:48][C:14]([F:13])([F:49])[C:15]1[CH:20]=[CH:19][C:18](/[CH:21]=[CH:22]/[C:23]2[O:24][CH:25]=[C:26]([CH2:28][O:29][C:30]3[CH:35]=[CH:34][C:33]([CH2:36][CH2:37][CH2:38][CH2:39][N:40]4[CH:44]=[CH:43][N:42]=[C:41]4[CH2:45][CH2:46][NH:47][S:9]([CH3:8])(=[O:11])=[O:10])=[CH:32][CH:31]=3)[N:27]=2)=[CH:17][CH:16]=1. The catalyst class is: 1. (3) Reactant: [CH3:1][C:2]1[CH:10]=[CH:9][CH:8]=[C:7]2[C:3]=1[CH2:4][C:5](=[O:11])[NH:6]2.[OH:12][CH2:13][CH2:14][CH2:15][C:16]1[C:17]2[CH2:27][CH2:26][CH2:25][CH2:24][CH2:23][C:18]=2[NH:19][C:20]=1[CH:21]=O.N1CCCCC1. Product: [OH:12][CH2:13][CH2:14][CH2:15][C:16]1[C:17]2[CH2:27][CH2:26][CH2:25][CH2:24][CH2:23][C:18]=2[NH:19][C:20]=1/[CH:21]=[C:4]1\[C:5](=[O:11])[NH:6][C:7]2[C:3]\1=[C:2]([CH3:1])[CH:10]=[CH:9][CH:8]=2. The catalyst class is: 8. (4) Product: [C:9]([O:13][C:14]([N:16]1[CH2:21][CH2:20][C:19]([C:22](=[O:23])[NH:6][C:5]2[CH:7]=[CH:8][C:2]([Cl:1])=[CH:3][CH:4]=2)([C:25]#[N:26])[CH2:18][CH2:17]1)=[O:15])([CH3:12])([CH3:11])[CH3:10]. Reactant: [Cl:1][C:2]1[CH:8]=[CH:7][C:5]([NH2:6])=[CH:4][CH:3]=1.[C:9]([O:13][C:14]([N:16]1[CH2:21][CH2:20][C:19]([C:25]#[N:26])([C:22](O)=[O:23])[CH2:18][CH2:17]1)=[O:15])([CH3:12])([CH3:11])[CH3:10].CN(C(ON1N=NC2C=CC=NC1=2)=[N+](C)C)C.F[P-](F)(F)(F)(F)F.CCN(C(C)C)C(C)C. The catalyst class is: 3. (5) Reactant: [Br:1][C:2]1[CH:3]=[C:4]2[C:10]([I:11])=[N:9][NH:8][C:5]2=[N:6][CH:7]=1.[H-].[Na+].[CH3:14][Si:15]([CH3:22])([CH3:21])[CH2:16][CH2:17][O:18][CH2:19]Cl. Product: [Br:1][C:2]1[CH:3]=[C:4]2[C:10]([I:11])=[N:9][N:8]([CH2:19][O:18][CH2:17][CH2:16][Si:15]([CH3:22])([CH3:21])[CH3:14])[C:5]2=[N:6][CH:7]=1. The catalyst class is: 9. (6) Reactant: [CH2:1]([O:3][C:4](=[O:15])[CH:5]([OH:14])[CH:6]([C:8]1[CH:13]=[CH:12][CH:11]=[CH:10][CH:9]=1)[NH2:7])[CH3:2].C(O)(=O)[C@@H]([C@H](C(O)=O)O)O. Product: [CH2:1]([O:3][C:4](=[O:15])[C@H:5]([OH:14])[C@@H:6]([C:8]1[CH:13]=[CH:12][CH:11]=[CH:10][CH:9]=1)[NH2:7])[CH3:2]. The catalyst class is: 8. (7) The catalyst class is: 6. Reactant: [NH2:1][C:2]1[N:6]([C@H:7]([C:9]2[CH:14]=[C:13]([Cl:15])[C:12]([F:16])=[C:11]([C@H:17]3[CH2:21][C:20](=[O:22])[NH:19][CH2:18]3)[C:10]=2[O:23][CH2:24][CH3:25])[CH3:8])[N:5]=[C:4]([CH3:26])[C:3]=1[C:27]#[N:28].C(O)(=O)C.[CH:33](N)=[NH:34].C(O)CO.C(OCC)(=O)C. Product: [NH2:28][C:27]1[N:34]=[CH:33][N:1]=[C:2]2[N:6]([C@H:7]([C:9]3[C:10]([O:23][CH2:24][CH3:25])=[C:11]([C@@H:17]4[CH2:18][NH:19][C:20](=[O:22])[CH2:21]4)[C:12]([F:16])=[C:13]([Cl:15])[CH:14]=3)[CH3:8])[N:5]=[C:4]([CH3:26])[C:3]=12. (8) Reactant: [NH2:1][C:2]1[C:10]([Cl:11])=[CH:9][C:5]([C:6]([OH:8])=O)=[C:4]([O:12][CH3:13])[CH:3]=1.CN1CCOCC1.ClC(OCC(C)C)=O.C(O)(=O)CCC(O)=O.[N:37]1([CH2:42][CH2:43][CH2:44][N:45]2[CH2:50][CH2:49][CH:48]([CH2:51][NH2:52])[CH2:47][CH2:46]2)[CH:41]=[CH:40][N:39]=[N:38]1. Product: [N:37]1([CH2:42][CH2:43][CH2:44][N:45]2[CH2:46][CH2:47][CH:48]([CH2:51][NH:52][C:6](=[O:8])[C:5]3[CH:9]=[C:10]([Cl:11])[C:2]([NH2:1])=[CH:3][C:4]=3[O:12][CH3:13])[CH2:49][CH2:50]2)[CH:41]=[CH:40][N:39]=[N:38]1. The catalyst class is: 884.